Dataset: Catalyst prediction with 721,799 reactions and 888 catalyst types from USPTO. Task: Predict which catalyst facilitates the given reaction. (1) Reactant: [CH3:1][CH2:2][CH2:3][CH2:4][CH2:5][NH:6][C:7]([NH:9]/[N:10]=[CH:11]/[C:12]1[C:16]2[CH:17]=[C:18]([O:21][CH3:22])[CH:19]=[CH:20][C:15]=2[NH:14][CH:13]=1)=[NH:8].[C:23]([OH:30])(=[O:29])/[CH:24]=[CH:25]\[C:26]([OH:28])=[O:27]. Product: [CH3:1][CH2:2][CH2:3][CH2:4][CH2:5][NH:6][C:7]([NH:9]/[N:10]=[CH:11]/[C:12]1[C:16]2[CH:17]=[C:18]([O:21][CH3:22])[CH:19]=[CH:20][C:15]=2[NH:14][CH:13]=1)=[NH:8].[CH:24](/[C:23]([OH:30])=[O:29])=[CH:25]/[C:26]([OH:28])=[O:27]. The catalyst class is: 5. (2) Reactant: C(O)(=O)C.[C:5]([O:9][C:10]([N:12]1[CH2:18][CH2:17][C:16](=O)[CH:15]([CH2:20][C:21]([OH:23])=O)[CH2:14][CH2:13]1)=[O:11])([CH3:8])([CH3:7])[CH3:6].[CH3:24][NH:25][NH2:26]. Product: [C:5]([O:9][C:10]([N:12]1[CH2:18][CH2:17][C:16]2=[N:26][N:25]([CH3:24])[C:21](=[O:23])[CH2:20][CH:15]2[CH2:14][CH2:13]1)=[O:11])([CH3:8])([CH3:7])[CH3:6]. The catalyst class is: 20. (3) Reactant: [F:1][C:2]([F:20])([C:13]([F:19])([F:18])[C:14]([F:17])([F:16])[F:15])[CH2:3][CH2:4][CH2:5][CH2:6][CH2:7]CS([O-])(=O)=O.[CH3:21][NH2:22]. Product: [F:1][C:2]([F:20])([C:13]([F:19])([F:18])[C:14]([F:17])([F:16])[F:15])[CH2:3][CH2:4][CH2:5][CH2:6][CH2:7][NH:22][CH3:21]. The catalyst class is: 7. (4) The catalyst class is: 28. Reactant: [ClH:1].[C:2]1([CH2:8][CH2:9][C:10]#[N:11])[CH:7]=[CH:6][CH:5]=[CH:4][CH:3]=1.[CH3:12][OH:13]. Product: [ClH:1].[CH3:12][O:13][C:10](=[NH:11])[CH2:9][CH2:8][C:2]1[CH:7]=[CH:6][CH:5]=[CH:4][CH:3]=1. (5) Reactant: [C:1](Cl)(=[O:3])[CH3:2].[N:5]1([CH2:11][CH2:12][O:13][C:14]2[CH:19]=[CH:18][C:17]([CH:20]3[CH2:25][CH2:24][N:23]([C:26]4[CH2:27][CH2:28][C:29]5[N:30]([C:32]([C:35]([F:38])([F:37])[F:36])=[N:33][N:34]=5)[N:31]=4)[CH2:22][CH2:21]3)=[CH:16][CH:15]=2)[CH2:10][CH2:9][NH:8][CH2:7][CH2:6]1.C(N(CC)CC)C. Product: [C:1]([N:8]1[CH2:9][CH2:10][N:5]([CH2:11][CH2:12][O:13][C:14]2[CH:19]=[CH:18][C:17]([CH:20]3[CH2:25][CH2:24][N:23]([C:26]4[CH2:27][CH2:28][C:29]5[N:30]([C:32]([C:35]([F:38])([F:36])[F:37])=[N:33][N:34]=5)[N:31]=4)[CH2:22][CH2:21]3)=[CH:16][CH:15]=2)[CH2:6][CH2:7]1)(=[O:3])[CH3:2]. The catalyst class is: 34. (6) Reactant: [CH3:1][C:2]1[CH:7]=[C:6]([CH3:8])[NH:5][C:4](=[O:9])[C:3]=1[CH2:10][NH:11][C:12]([C:14]1[C:15]([CH3:36])=[C:16]([C:19]2[CH:28]=[CH:27][CH:26]=[C:25]3[C:20]=2[CH2:21][CH2:22][N:23](C(OC(C)(C)C)=O)[CH2:24]3)[S:17][CH:18]=1)=[O:13].C(O)(C(F)(F)F)=O. Product: [CH3:1][C:2]1[CH:7]=[C:6]([CH3:8])[NH:5][C:4](=[O:9])[C:3]=1[CH2:10][NH:11][C:12]([C:14]1[C:15]([CH3:36])=[C:16]([C:19]2[CH:28]=[CH:27][CH:26]=[C:25]3[C:20]=2[CH2:21][CH2:22][NH:23][CH2:24]3)[S:17][CH:18]=1)=[O:13]. The catalyst class is: 2. (7) Reactant: [CH2:1]([N:3]1[C:11]2[C:6](=[CH:7][C:8]([C:12]3[NH:13][C:14]4[N:15]([N:19]=[CH:20][C:21]=4[C:22]([O:24]CC)=[O:23])[C:16](=[O:18])[CH:17]=3)=[CH:9][CH:10]=2)[CH:5]=[N:4]1)[CH3:2].[OH-].[Na+].O.Cl. Product: [CH2:1]([N:3]1[C:11]2[C:6](=[CH:7][C:8]([C:12]3[NH:13][C:14]4[N:15]([N:19]=[CH:20][C:21]=4[C:22]([OH:24])=[O:23])[C:16](=[O:18])[CH:17]=3)=[CH:9][CH:10]=2)[CH:5]=[N:4]1)[CH3:2]. The catalyst class is: 16.